Dataset: Catalyst prediction with 721,799 reactions and 888 catalyst types from USPTO. Task: Predict which catalyst facilitates the given reaction. Reactant: O=[S:2]1(=[O:29])[C:6]2[CH:7]=[CH:8][CH:9]=[CH:10][C:5]=2[C:4]2[CH:11]=[C:12]([NH:15][C:16]([O:18]CC3C=CC([N+]([O-])=O)=CC=3)=O)[CH:13]=[CH:14][C:3]1=2.O=S1C2C=CC=CC=2C2C=C(NC(OCC3C=CC([N+]([O-])=O)=CC=3)=O)C=CC1=2.[CH3:58][NH:59][CH2:60][CH2:61][C:62]1[CH:67]=[CH:66][N:65]=[CH:64][CH:63]=1. Product: [O:29]=[S:2]1[C:6]2[CH:7]=[CH:8][CH:9]=[CH:10][C:5]=2[C:4]2[CH:11]=[C:12]([NH:15][C:16]([N:59]([CH2:60][CH2:61][C:62]3[CH:67]=[CH:66][N:65]=[CH:64][CH:63]=3)[CH3:58])=[O:18])[CH:13]=[CH:14][C:3]1=2. The catalyst class is: 25.